From a dataset of Forward reaction prediction with 1.9M reactions from USPTO patents (1976-2016). Predict the product of the given reaction. Given the reactants [Cl:1][C:2]1[C:7]([CH3:8])=[CH:6][C:5]([S:9]([NH:12][C:13]2[CH:14]=[C:15]([C:19]3[CH:24]=[CH:23][C:22]([C:25](O)=[O:26])=[CH:21][CH:20]=3)[CH:16]=[CH:17][CH:18]=2)(=[O:11])=[O:10])=[C:4]([CH3:28])[CH:3]=1.[CH3:29][O:30][CH2:31][CH:32]([NH2:34])[CH3:33], predict the reaction product. The product is: [CH3:29][O:30][CH2:31][CH:32]([NH:34][C:25]([C:22]1[CH:23]=[CH:24][C:19]([C:15]2[CH:16]=[CH:17][CH:18]=[C:13]([NH:12][S:9]([C:5]3[CH:6]=[C:7]([CH3:8])[C:2]([Cl:1])=[CH:3][C:4]=3[CH3:28])(=[O:11])=[O:10])[CH:14]=2)=[CH:20][CH:21]=1)=[O:26])[CH3:33].